Task: Predict the reaction yield, written as a fraction of the theoretical maximum amount of product (1.0 means a 100% yield; for example, 0.34 means a 34% yield).. Dataset: Reaction yield outcomes from USPTO patents with 853,638 reactions (1) The reactants are [ClH:1].[C:2]([C:6]1[N:7]([CH2:25][CH:26]2[CH2:31][CH2:30][O:29][CH2:28][CH2:27]2)[CH:8]=[C:9]([C:11]2[CH:12]=[C:13]([C:17]([C:19]3[CH:24]=[CH:23][CH:22]=[CH:21][CH:20]=3)=O)[CH:14]=[CH:15][CH:16]=2)[N:10]=1)([CH3:5])([CH3:4])[CH3:3].C([SiH](CC)CC)C.C(=O)([O-])O.[Na+]. The catalyst is FC(F)(F)C(O)=O. The product is [ClH:1].[CH2:17]([C:13]1[CH:12]=[C:11]([C:9]2[N:10]=[C:6]([C:2]([CH3:5])([CH3:4])[CH3:3])[N:7]([CH2:25][CH:26]3[CH2:31][CH2:30][O:29][CH2:28][CH2:27]3)[CH:8]=2)[CH:16]=[CH:15][CH:14]=1)[C:19]1[CH:20]=[CH:21][CH:22]=[CH:23][CH:24]=1. The yield is 0.640. (2) The reactants are Br[C:2]1[C:7]([CH3:8])=[CH:6][C:5]([Br:9])=[CH:4][N:3]=1.[CH3:10][N:11]([CH3:17])[C@@H:12]1[CH2:16][CH2:15][NH:14][CH2:13]1.O.C1(C)C=CC(S(O)(=O)=O)=CC=1. The catalyst is CCOC(C)=O. The product is [Br:9][C:5]1[CH:6]=[C:7]([CH3:8])[C:2]([N:14]2[CH2:15][CH2:16][C@@H:12]([N:11]([CH3:17])[CH3:10])[CH2:13]2)=[N:3][CH:4]=1. The yield is 0.990. (3) The product is [C:28]([C:25]1([C:21]2[CH:20]=[C:19]([CH:24]=[CH:23][CH:22]=2)[C:18]([NH:17][C:13]2[CH:12]=[C:11]([CH:16]=[CH:15][CH:14]=2)[O:10][C:7]2[CH:8]=[CH:9][C:4]3[N:5]([CH:31]=[C:2]([NH:1][C:37](=[O:38])[C:36]4[CH:40]=[CH:41][C:33]([F:32])=[N:34][CH:35]=4)[N:3]=3)[N:6]=2)=[O:30])[CH2:27][CH2:26]1)#[N:29]. The yield is 0.200. The reactants are [NH2:1][C:2]1[N:3]=[C:4]2[CH:9]=[CH:8][C:7]([O:10][C:11]3[CH:12]=[C:13]([NH:17][C:18](=[O:30])[C:19]4[CH:24]=[CH:23][CH:22]=[C:21]([C:25]5([C:28]#[N:29])[CH2:27][CH2:26]5)[CH:20]=4)[CH:14]=[CH:15][CH:16]=3)=[N:6][N:5]2[CH:31]=1.[F:32][C:33]1[CH:41]=[CH:40][C:36]([C:37](O)=[O:38])=[CH:35][N:34]=1.C(Cl)(=O)C(Cl)=O.O1CCCC1. The catalyst is CN(C)C=O.CN(C)C(=O)C. (4) The reactants are O[CH2:2][C:3]1[CH:12]=[N:11][C:10]2[N:9]3[CH2:13][CH2:14][S:15][CH2:16][C@H:8]3[C:7](=[O:17])[NH:6][C:5]=2[CH:4]=1.[I-].C(C[P+](C)(C)C)#N.CCN(C(C)C)C(C)C.[N:35]1([C:41]2[CH:51]=[CH:50][C:44]([C:45]([O:47][CH2:48][CH3:49])=[O:46])=[CH:43][CH:42]=2)[CH2:40][CH2:39][NH:38][CH2:37][CH2:36]1. The catalyst is C(#N)CC.CCO.O. The product is [O:17]=[C:7]1[NH:6][C:5]2[CH:4]=[C:3]([CH2:2][N:38]3[CH2:37][CH2:36][N:35]([C:41]4[CH:42]=[CH:43][C:44]([C:45]([O:47][CH2:48][CH3:49])=[O:46])=[CH:50][CH:51]=4)[CH2:40][CH2:39]3)[CH:12]=[N:11][C:10]=2[N:9]2[CH2:13][CH2:14][S:15][CH2:16][C@@H:8]12. The yield is 0.820. (5) No catalyst specified. The yield is 0.700. The product is [OH:30][C:31]1[C:32]([CH2:20][OH:23])=[C:36]([NH:34][CH:35]2[CH2:18][CH2:6][N:5]([CH2:2][C:3]([NH:5][C:6]3[CH:7]=[CH:8][C:9]4[N:10]([CH3:19])[C:11]5[C:16]([C:17]=4[CH:18]=3)=[CH:15][CH:14]=[CH:13][CH:12]=5)=[O:4])[CH2:3][CH2:2]2)[CH:7]=[CH:8][CH:9]=1. The reactants are Cl[CH2:2][C:3]([NH:5][C:6]1[CH:7]=[CH:8][C:9]2[N:10]([CH3:19])[C:11]3[C:16]([C:17]=2[CH:18]=1)=[CH:15][CH:14]=[CH:13][CH:12]=3)=[O:4].[C:20]([O-:23])([O-])=O.[K+].[K+].O.C([O:30][CH2:31][CH3:32])(=O)C.C[N:34]([CH:36]=O)[CH3:35]. (6) The reactants are [Cl:1][C:2]1[CH:7]=[C:6]([F:8])[CH:5]=[CH:4][C:3]=1[SH:9].[C:10](=O)([O-])[O-].[K+].[K+].CI. The catalyst is CN(C=O)C.O. The product is [Cl:1][C:2]1[CH:7]=[C:6]([F:8])[CH:5]=[CH:4][C:3]=1[S:9][CH3:10]. The yield is 0.980.